This data is from Full USPTO retrosynthesis dataset with 1.9M reactions from patents (1976-2016). The task is: Predict the reactants needed to synthesize the given product. (1) Given the product [CH:11]([OH:12])=[O:10].[Cl:47][C:6]1[CH:5]=[N+:4]([O-:48])[CH:3]=[C:2]([Cl:1])[C:7]=1[CH2:8][C@@H:9]([C:32]1[CH:37]=[CH:36][C:35]([O:38][CH:39]([F:41])[F:40])=[C:34]([O:42][CH2:43][CH:44]2[CH2:45][CH2:46]2)[CH:33]=1)[O:10][C:11]([CH:13]1[N:17]([S:18]([C:21]2[CH:26]=[CH:25][C:24]([N:27]([CH2:50][CH2:51][N:52]3[CH2:57][CH2:56][O:55][CH2:54][CH2:53]3)[S:28]([CH3:31])(=[O:29])=[O:30])=[CH:23][CH:22]=2)(=[O:19])=[O:20])[CH2:16][CH2:15][S:14]1)=[O:12].[CH:58]([O-:60])=[O:59], predict the reactants needed to synthesize it. The reactants are: [Cl:1][C:2]1[CH:3]=[N+:4]([O-:48])[CH:5]=[C:6]([Cl:47])[C:7]=1[CH2:8][C@@H:9]([C:32]1[CH:37]=[CH:36][C:35]([O:38][CH:39]([F:41])[F:40])=[C:34]([O:42][CH2:43][CH:44]2[CH2:46][CH2:45]2)[CH:33]=1)[O:10][C:11]([CH:13]1[N:17]([S:18]([C:21]2[CH:26]=[CH:25][C:24]([NH:27][S:28]([CH3:31])(=[O:30])=[O:29])=[CH:23][CH:22]=2)(=[O:20])=[O:19])[CH2:16][CH2:15][S:14]1)=[O:12].Cl[CH2:50][CH2:51][N:52]1[CH2:57][CH2:56][O:55][CH2:54][CH2:53]1.[C:58]([O-])([O-:60])=[O:59].[K+].[K+]. (2) Given the product [C:11]([O:15][C:16]([NH:18][C@@H:19]([CH2:27][CH2:28][CH:29]([CH2:37][C:38]1[CH:39]=[CH:40][C:41]([O:44][CH2:3][CH2:2][F:1])=[CH:42][CH:43]=1)[C:30]([O:32][C:33]([CH3:34])([CH3:35])[CH3:36])=[O:31])[C:20]([O:22][C:23]([CH3:26])([CH3:24])[CH3:25])=[O:21])=[O:17])([CH3:12])([CH3:13])[CH3:14], predict the reactants needed to synthesize it. The reactants are: [F:1][CH2:2][CH2:3]I.C(=O)([O-])[O-].[K+].[K+].[C:11]([O:15][C:16]([NH:18][C@@H:19]([CH2:27][CH2:28][CH:29]([CH2:37][C:38]1[CH:43]=[CH:42][C:41]([OH:44])=[CH:40][CH:39]=1)[C:30]([O:32][C:33]([CH3:36])([CH3:35])[CH3:34])=[O:31])[C:20]([O:22][C:23]([CH3:26])([CH3:25])[CH3:24])=[O:21])=[O:17])([CH3:14])([CH3:13])[CH3:12]. (3) Given the product [Cl:17][C:7]1[CH:6]=[C:5]([CH2:10][S:11]([CH3:14])(=[O:13])=[O:12])[N:4]=[C:3]([S:2][CH3:1])[N:8]=1, predict the reactants needed to synthesize it. The reactants are: [CH3:1][S:2][C:3]1[N:8]=[C:7](O)[CH:6]=[C:5]([CH2:10][S:11]([CH3:14])(=[O:13])=[O:12])[N:4]=1.P(Cl)(Cl)([Cl:17])=O. (4) Given the product [C:4]([NH:3][C:1](=[N:13][C:9]([CH3:12])([CH3:11])[CH3:10])[CH3:2])([CH3:7])([CH3:6])[CH3:5], predict the reactants needed to synthesize it. The reactants are: [C:1](#[N:3])[CH3:2].[C:4](Cl)([CH3:7])([CH3:6])[CH3:5].[C:9]([NH2:13])([CH3:12])([CH3:11])[CH3:10].[OH-].[Na+]. (5) Given the product [OH:38][C:25]1[C:24](=[O:23])[N:13]([C:14]2[N:15]=[N:16][C:17]([CH3:20])=[CH:18][CH:19]=2)[CH:9]([C:8]2[CH:11]=[CH:12][C:5]([S:2]([CH3:1])(=[O:4])=[O:3])=[CH:6][CH:7]=2)[C:26]=1[C:27](=[O:28])[C:29]1[CH:34]=[CH:33][C:32]([CH:35]([CH3:37])[CH3:36])=[CH:31][CH:30]=1, predict the reactants needed to synthesize it. The reactants are: [CH3:1][S:2]([C:5]1[CH:12]=[CH:11][C:8]([CH:9]=O)=[CH:7][CH:6]=1)(=[O:4])=[O:3].[NH2:13][C:14]1[N:15]=[N:16][C:17]([CH3:20])=[CH:18][CH:19]=1.C([O:23][C:24](=O)[C:25]([OH:38])=[CH:26][C:27]([C:29]1[CH:34]=[CH:33][C:32]([CH:35]([CH3:37])[CH3:36])=[CH:31][CH:30]=1)=[O:28])C. (6) Given the product [Cl:1][C:2]1[CH:13]=[CH:12][C:5]([C:6]([OH:8])=[O:7])=[CH:4][C:3]=1[O:14][CH:15]([CH3:17])[CH3:16], predict the reactants needed to synthesize it. The reactants are: [Cl:1][C:2]1[CH:13]=[CH:12][C:5]([C:6]([O:8]C(C)C)=[O:7])=[CH:4][C:3]=1[O:14][CH:15]([CH3:17])[CH3:16].[OH-].[Na+]. (7) Given the product [CH3:19][C:20]1[C:15]([NH:16][S:8]([C:3]2[CH:4]=[CH:5][CH:6]=[CH:7][C:2]=2[Br:1])(=[O:10])=[O:9])=[N:13][O:25][C:26]=1[CH3:27], predict the reactants needed to synthesize it. The reactants are: [Br:1][C:2]1[CH:7]=[CH:6][CH:5]=[CH:4][C:3]=1[S:8](Cl)(=[O:10])=[O:9].C[N:13]([C:15]1[CH:20]=[CH:19]C=C[N:16]=1)C.C.C([O:25][CH2:26][CH3:27])(=O)C.